This data is from Full USPTO retrosynthesis dataset with 1.9M reactions from patents (1976-2016). The task is: Predict the reactants needed to synthesize the given product. (1) Given the product [NH2:26][C:24]([C:21]1[NH:2][CH:3]=[C:4]([C:5]([O:7][CH2:8][CH3:9])=[O:6])[C:10]=1[C:11]1[CH:12]=[CH:13][C:14]([N+:17]([O-:19])=[O:18])=[CH:15][CH:16]=1)=[O:25], predict the reactants needed to synthesize it. The reactants are: C[N:2]([CH3:21])[CH:3]=[C:4]([C:10](=O)[C:11]1[CH:16]=[CH:15][C:14]([N+:17]([O-:19])=[O:18])=[CH:13][CH:12]=1)[C:5]([O:7][CH2:8][CH3:9])=[O:6].NC(C(N)=O)[C:24]([NH2:26])=[O:25]. (2) Given the product [F:1][C:2]([F:30])([F:31])[CH2:3][NH:4][C:5]([C:7]1([CH2:20][CH2:21][OH:22])[C:19]2[CH:18]=[CH:17][CH:16]=[CH:15][C:14]=2[C:13]2[C:8]1=[CH:9][CH:10]=[CH:11][CH:12]=2)=[O:6], predict the reactants needed to synthesize it. The reactants are: [F:1][C:2]([F:31])([F:30])[CH2:3][NH:4][C:5]([C:7]1([CH2:20][CH2:21][O:22][Si](C(C)(C)C)(C)C)[C:19]2[CH:18]=[CH:17][CH:16]=[CH:15][C:14]=2[C:13]2[C:8]1=[CH:9][CH:10]=[CH:11][CH:12]=2)=[O:6]. (3) Given the product [F:1][C:2]1[CH:7]=[CH:6][C:5]([C:8]2[C:12](/[CH:13]=[CH:14]/[C:15]3[CH:16]=[C:17]([C:21]([NH2:25])=[O:23])[N:18]([CH3:20])[N:19]=3)=[C:11]([CH3:24])[O:10][N:9]=2)=[CH:4][CH:3]=1, predict the reactants needed to synthesize it. The reactants are: [F:1][C:2]1[CH:7]=[CH:6][C:5]([C:8]2[C:12](/[CH:13]=[CH:14]/[C:15]3[CH:16]=[C:17]([C:21]([OH:23])=O)[N:18]([CH3:20])[N:19]=3)=[C:11]([CH3:24])[O:10][N:9]=2)=[CH:4][CH:3]=1.[NH3:25]. (4) Given the product [CH3:18][NH:19][CH:2]1[CH2:10][CH2:9][C@H:8]2[C@H:4]([CH2:5][N:6]([C:11]([O:13][C:14]([CH3:17])([CH3:16])[CH3:15])=[O:12])[CH2:7]2)[CH2:3]1, predict the reactants needed to synthesize it. The reactants are: O=[C:2]1[CH2:10][CH2:9][C@H:8]2[C@H:4]([CH2:5][N:6]([C:11]([O:13][C:14]([CH3:17])([CH3:16])[CH3:15])=[O:12])[CH2:7]2)[CH2:3]1.[C:18]([BH3-])#[N:19].[Na+].O.